Dataset: Choline transporter screen with 302,306 compounds. Task: Binary Classification. Given a drug SMILES string, predict its activity (active/inactive) in a high-throughput screening assay against a specified biological target. The molecule is s1c(nn2c(nnc12)c1cc(ccc1)C)c1cc(OC)c(OC)c(OC)c1. The result is 0 (inactive).